This data is from Forward reaction prediction with 1.9M reactions from USPTO patents (1976-2016). The task is: Predict the product of the given reaction. (1) The product is: [F:29][C:26]([F:28])([F:27])[C:22]1[CH:21]=[C:20]([N:17]2[CH2:16][CH2:15][N:14]([CH2:13][CH2:12][CH:9]3[CH2:10][CH2:11][C:6](=[CH:5][C:4](=[O:30])[CH3:32])[CH2:7][CH2:8]3)[CH2:19][CH2:18]2)[CH:25]=[CH:24][CH:23]=1. Given the reactants CON(C)[C:4](=[O:30])[CH:5]=[C:6]1[CH2:11][CH2:10][CH:9]([CH2:12][CH2:13][N:14]2[CH2:19][CH2:18][N:17]([C:20]3[CH:25]=[CH:24][CH:23]=[C:22]([C:26]([F:29])([F:28])[F:27])[CH:21]=3)[CH2:16][CH2:15]2)[CH2:8][CH2:7]1.[CH3:32][Mg]Cl.O, predict the reaction product. (2) Given the reactants C(=O)([O-])[O-].[K+].[K+].C1(C)C=CC=CC=1.[C:14]([C:16]1[CH:17]=[C:18]([C:30]2[CH:31]=[C:32]([CH:37]=[CH:38][N:39]=2)[C:33]([O:35][CH3:36])=[O:34])[CH:19]=[CH:20][C:21]=1OS(C(F)(F)F)(=O)=O)#[N:15].[CH:40]([Si:43]([CH:55]([CH3:57])[CH3:56])([CH:52]([CH3:54])[CH3:53])[N:44]1[CH:48]=[CH:47][C:46](B(O)O)=[CH:45]1)([CH3:42])[CH3:41], predict the reaction product. The product is: [C:14]([C:16]1[CH:17]=[C:18]([C:30]2[CH:31]=[C:32]([CH:37]=[CH:38][N:39]=2)[C:33]([O:35][CH3:36])=[O:34])[CH:19]=[CH:20][C:21]=1[C:46]1[CH:47]=[CH:48][N:44]([Si:43]([CH:52]([CH3:54])[CH3:53])([CH:55]([CH3:57])[CH3:56])[CH:40]([CH3:41])[CH3:42])[CH:45]=1)#[N:15]. (3) The product is: [CH3:1][C:2]1[CH:7]=[C:6]([S:9][C:10]#[N:11])[CH:5]=[CH:4][C:3]=1[OH:8]. Given the reactants [CH3:1][C:2]1[CH:7]=[CH:6][CH:5]=[CH:4][C:3]=1[OH:8].[S-:9][C:10]#[N:11].[Na+].[Na+].[Br-].BrBr.C([O-])(O)=O.[Na+], predict the reaction product.